Predict the reaction yield, written as a fraction of the theoretical maximum amount of product (1.0 means a 100% yield; for example, 0.34 means a 34% yield). From a dataset of Buchwald-Hartwig C-N cross coupling reaction yields with 55,370 reactions. (1) The reactants are FC(F)(F)c1ccc(Cl)cc1.Cc1ccc(N)cc1.O=S(=O)(O[Pd]1c2ccccc2-c2ccccc2N~1)C(F)(F)F.CC(C)c1cc(C(C)C)c(-c2ccccc2P(C2CCCCC2)C2CCCCC2)c(C(C)C)c1.CCN=P(N=P(N(C)C)(N(C)C)N(C)C)(N(C)C)N(C)C.Cc1cc(-n2cccc2)no1. No catalyst specified. The product is Cc1ccc(Nc2ccc(C(F)(F)F)cc2)cc1. The yield is 0.258. (2) The reactants are FC(F)(F)c1ccc(Br)cc1.Cc1ccc(N)cc1.O=S(=O)(O[Pd]1c2ccccc2-c2ccccc2N~1)C(F)(F)F.COc1ccc(OC)c(P(C(C)(C)C)C(C)(C)C)c1-c1c(C(C)C)cc(C(C)C)cc1C(C)C.CCN=P(N=P(N(C)C)(N(C)C)N(C)C)(N(C)C)N(C)C.CCOC(=O)c1cnoc1C. No catalyst specified. The product is Cc1ccc(Nc2ccc(C(F)(F)F)cc2)cc1. The yield is 0.108. (3) The reactants are CCc1ccc(I)cc1.Cc1ccc(N)cc1.O=S(=O)(O[Pd]1c2ccccc2-c2ccccc2N~1)C(F)(F)F.COc1ccc(OC)c(P(C(C)(C)C)C(C)(C)C)c1-c1c(C(C)C)cc(C(C)C)cc1C(C)C.CN(C)C(=NC(C)(C)C)N(C)C.CCOC(=O)c1cnoc1. No catalyst specified. The product is CCc1ccc(Nc2ccc(C)cc2)cc1. The yield is 0.0603. (4) The reactants are Brc1cccnc1.Cc1ccc(N)cc1.O=S(=O)(O[Pd]1c2ccccc2-c2ccccc2N~1)C(F)(F)F.COc1ccc(OC)c(P(C(C)(C)C)C(C)(C)C)c1-c1c(C(C)C)cc(C(C)C)cc1C(C)C.CN(C)C(=NC(C)(C)C)N(C)C.c1ccc(CN(Cc2ccccc2)c2ccon2)cc1. No catalyst specified. The product is Cc1ccc(Nc2cccnc2)cc1. The yield is 0.595. (5) The reactants are FC(F)(F)c1ccc(Cl)cc1.Cc1ccc(N)cc1.O=S(=O)(O[Pd]1c2ccccc2-c2ccccc2N~1)C(F)(F)F.COc1ccc(OC)c(P(C(C)(C)C)C(C)(C)C)c1-c1c(C(C)C)cc(C(C)C)cc1C(C)C.CN1CCCN2CCCN=C12.c1ccc(-c2cnoc2)cc1. No catalyst specified. The product is Cc1ccc(Nc2ccc(C(F)(F)F)cc2)cc1. The yield is 0.224. (6) The reactants are COc1ccc(Br)cc1.Cc1ccc(N)cc1.O=S(=O)(O[Pd]1c2ccccc2-c2ccccc2N~1)C(F)(F)F.CC(C)c1cc(C(C)C)c(-c2ccccc2P(C2CCCCC2)C2CCCCC2)c(C(C)C)c1.CCN=P(N=P(N(C)C)(N(C)C)N(C)C)(N(C)C)N(C)C.c1ccc(CN(Cc2ccccc2)c2ccno2)cc1. No catalyst specified. The product is COc1ccc(Nc2ccc(C)cc2)cc1. The yield is 0.0390. (7) The reactants are CCc1ccc(I)cc1.Cc1ccc(N)cc1.O=S(=O)(O[Pd]1c2ccccc2-c2ccccc2N~1)C(F)(F)F.CC(C)c1cc(C(C)C)c(-c2ccccc2P(C(C)(C)C)C(C)(C)C)c(C(C)C)c1.CN1CCCN2CCCN=C12.c1ccc(-c2cnoc2)cc1. No catalyst specified. The product is CCc1ccc(Nc2ccc(C)cc2)cc1. The yield is 0.812.